Dataset: Full USPTO retrosynthesis dataset with 1.9M reactions from patents (1976-2016). Task: Predict the reactants needed to synthesize the given product. (1) Given the product [C:1]1([C:7]2[N:12]=[C:11]([O:13][C:14]3[C:15]([CH3:22])=[CH:16][C:17]([CH3:21])=[CH:18][C:19]=3[CH3:20])[C:10]([C:23]([OH:25])=[O:24])=[CH:9][CH:8]=2)[CH:6]=[CH:5][CH:4]=[CH:3][CH:2]=1, predict the reactants needed to synthesize it. The reactants are: [C:1]1([C:7]2[N:12]=[C:11]([O:13][C:14]3[C:19]([CH3:20])=[CH:18][C:17]([CH3:21])=[CH:16][C:15]=3[CH3:22])[C:10]([C:23]([O:25]C)=[O:24])=[CH:9][CH:8]=2)[CH:6]=[CH:5][CH:4]=[CH:3][CH:2]=1.C1COCC1.[OH-].[Na+].Cl. (2) Given the product [NH4+:11].[OH-:8].[C:49]([C:19]1[CH:20]=[C:21]([NH:22][C:23]([NH:25][C@@H:26]2[C:35]3[C:30](=[CH:31][CH:32]=[CH:33][CH:34]=3)[C@H:29]([O:36][C:37]3[CH:38]=[CH:39][C:40]4[N:41]([C:43]([CH:46]([CH3:48])[CH3:47])=[N:44][N:45]=4)[CH:42]=3)[CH2:28][CH2:27]2)=[O:24])[N:17]([CH:14]2[CH2:13][CH2:12][N:11]([CH3:9])[CH2:16][CH2:15]2)[N:18]=1)([CH3:52])([CH3:51])[CH3:50], predict the reactants needed to synthesize it. The reactants are: C([O:8][C:9]([N:11]1[CH2:16][CH2:15][CH:14]([N:17]2[C:21]([NH:22][C:23]([NH:25][C@@H:26]3[C:35]4[C:30](=[CH:31][CH:32]=[CH:33][CH:34]=4)[C@H:29]([O:36][C:37]4[CH:38]=[CH:39][C:40]5[N:41]([C:43]([CH:46]([CH3:48])[CH3:47])=[N:44][N:45]=5)[CH:42]=4)[CH2:28][CH2:27]3)=[O:24])=[CH:20][C:19]([C:49]([CH3:52])([CH3:51])[CH3:50])=[N:18]2)[CH2:13][CH2:12]1)=O)C1C=CC=CC=1.C=O.CC(O)=O.[BH-](OC(C)=O)(OC(C)=O)OC(C)=O.[Na+]. (3) Given the product [CH3:1][C@:2]12[C@@:19]3([CH3:20])[C@@H:10]([C@:11]4([CH3:32])[C@@H:16]([CH2:17][CH2:18]3)[C:15]([CH3:21])([CH3:22])[C:14]([C:23]3[CH:24]=[CH:25][C:26]([C:27]([OH:29])=[O:28])=[CH:30][CH:31]=3)=[CH:13][CH2:12]4)[CH2:9][CH2:8][C@@H:7]1[C@H:6]1[C@H:33]([C:36]([CH3:38])=[CH2:37])[CH2:34][CH2:35][C@:5]1([CH2:39][NH:40][C:41]([C@H:43]1[CH2:47][CH2:46][CH2:45][N:44]1[CH3:48])=[O:42])[CH2:4][CH2:3]2, predict the reactants needed to synthesize it. The reactants are: [CH3:1][C@:2]12[C@@:19]3([CH3:20])[C@@H:10]([C@:11]4([CH3:32])[C@@H:16]([CH2:17][CH2:18]3)[C:15]([CH3:22])([CH3:21])[C:14]([C:23]3[CH:31]=[CH:30][C:26]([C:27]([OH:29])=[O:28])=[CH:25][CH:24]=3)=[CH:13][CH2:12]4)[CH2:9][CH2:8][C@@H:7]1[C@H:6]1[C@H:33]([C:36]([CH3:38])=[CH2:37])[CH2:34][CH2:35][C@:5]1([CH2:39][NH:40][C:41]([C@@H:43]1[CH2:47][CH2:46][CH2:45][N:44]1[CH3:48])=[O:42])[CH2:4][CH2:3]2.CN1CCC[C@@H]1C(O)=O. (4) Given the product [CH3:1][C:2]1[C:14]([OH:15])=[C:13]([CH3:22])[C:12]([CH:23]=[CH2:29])=[C:11]2[C:3]=1[CH2:4][CH2:5][C:6]1([O:28]2)[CH2:7][CH2:8][CH2:9]1, predict the reactants needed to synthesize it. The reactants are: [CH3:1][C:2]1[C:14]([O:15]C2CCCCO2)=[C:13]([CH3:22])[C:12]([CH:23]=O)=[C:11]2[C:3]=1[CH2:4][CH2:5][C:6]1(O2)[CH2:9][CH2:8][CH2:7]1.[Br-].[H-].[Na+].[OH2:28].[CH3:29]N(C=O)C. (5) Given the product [CH3:4][O:5][CH:6]([C:7]1[CH:10]=[C:9]([Br:8])[CH:14]=[CH:13][C:12]=1[C:15]1[CH:20]=[CH:19][CH:18]=[CH:17][C:16]=1[CH3:21])[CH3:1], predict the reactants needed to synthesize it. The reactants are: [CH3:1][Li].C[CH2:4][O:5][CH2:6][CH3:7].[Br:8][C:9]1[CH:10]=C(C=O)[C:12]([C:15]2[CH:20]=[CH:19][CH:18]=[CH:17][C:16]=2[CH3:21])=[CH:13][CH:14]=1.IC.